This data is from Catalyst prediction with 721,799 reactions and 888 catalyst types from USPTO. The task is: Predict which catalyst facilitates the given reaction. (1) Reactant: [CH:1]([CH:3]1[CH2:8][CH2:7][N:6]([CH2:9][C:10]2[CH:22]=[CH:21][C:13]([C:14]([O:16][C:17]([CH3:20])([CH3:19])[CH3:18])=[O:15])=[CH:12][CH:11]=2)[CH2:5][CH2:4]1)=O.[C:23]1([C@@H:29]2[CH2:31][C@H:30]2[NH2:32])[CH:28]=[CH:27][CH:26]=[CH:25][CH:24]=1.[B-]C#N.[Na+].O. Product: [C:23]1([C@@H:29]2[CH2:31][C@H:30]2[NH:32][CH2:1][CH:3]2[CH2:8][CH2:7][N:6]([CH2:9][C:10]3[CH:22]=[CH:21][C:13]([C:14]([O:16][C:17]([CH3:20])([CH3:19])[CH3:18])=[O:15])=[CH:12][CH:11]=3)[CH2:5][CH2:4]2)[CH:28]=[CH:27][CH:26]=[CH:25][CH:24]=1. The catalyst class is: 5. (2) Reactant: C([O:5][C:6](=[O:37])[C:7]1[CH:12]=[CH:11][CH:10]=[CH:9][C:8]=1[C:13]1[N:14]=[N:15][C:16]([C:19](=[O:36])[NH:20][C@H:21]([CH2:29][C:30]2[CH:35]=[CH:34][CH:33]=[CH:32][CH:31]=2)[C@H:22]([C:24]([O:26][CH2:27][CH3:28])=[O:25])[OH:23])=[CH:17][CH:18]=1)(C)(C)C.C(O)(C(F)(F)F)=O.C(Cl)Cl.[OH-].[Na+]. Product: [CH2:29]([C@@H:21]([NH:20][C:19]([C:16]1[N:15]=[N:14][C:13]([C:8]2[CH:9]=[CH:10][CH:11]=[CH:12][C:7]=2[C:6]([OH:37])=[O:5])=[CH:18][CH:17]=1)=[O:36])[C@H:22]([C:24]([O:26][CH2:27][CH3:28])=[O:25])[OH:23])[C:30]1[CH:35]=[CH:34][CH:33]=[CH:32][CH:31]=1. The catalyst class is: 674. (3) Reactant: [F:1][C:2]1[CH:3]=[C:4]2[C:9](=[CH:10][CH:11]=1)[CH:8]1[CH2:12][CH:5]2C=C1.C[N+]1([O-])[CH2:19][CH2:18][O:17]CC1.[O-:21][Si]([O-])=O.[Mg+2].OS([O-])=O.[Na+]. Product: [F:1][C:2]1[CH:3]=[C:4]2[C:9](=[CH:10][CH:11]=1)[CH:8]1[CH2:12][CH:5]2[CH:18]([OH:17])[CH:19]1[OH:21]. The catalyst class is: 95.